This data is from Full USPTO retrosynthesis dataset with 1.9M reactions from patents (1976-2016). The task is: Predict the reactants needed to synthesize the given product. (1) Given the product [CH3:8][C:9]1[N:13]([C:14]2[CH:19]=[CH:18][C:17]([C:20]([F:22])([F:21])[F:23])=[CH:16][N:15]=2)[N:12]=[CH:11][C:10]=1[C:24]([NH:26][C:27]1[CH:28]=[N:29][C:30]([CH:33]2[CH2:38][CH2:37][N:36]([S:4]([CH:1]([CH3:3])[CH3:2])(=[O:6])=[O:5])[CH2:35][CH2:34]2)=[CH:31][CH:32]=1)=[O:25], predict the reactants needed to synthesize it. The reactants are: [CH:1]([S:4](Cl)(=[O:6])=[O:5])([CH3:3])[CH3:2].[CH3:8][C:9]1[N:13]([C:14]2[CH:19]=[CH:18][C:17]([C:20]([F:23])([F:22])[F:21])=[CH:16][N:15]=2)[N:12]=[CH:11][C:10]=1[C:24]([NH:26][C:27]1[CH:28]=[N:29][C:30]([CH:33]2[CH2:38][CH2:37][NH:36][CH2:35][CH2:34]2)=[CH:31][CH:32]=1)=[O:25].C(=O)([O-])[O-].[K+].[K+].O. (2) The reactants are: [OH:1][C:2]12[CH2:11][CH:6]3[CH2:7][CH:8]([CH2:10][CH:4]([C:5]3=O)[CH2:3]1)[CH2:9]2.[CH3:13][C@H:14]([NH2:21])[C:15]1[CH:20]=[CH:19][CH:18]=[CH:17][CH:16]=1.CC(C)[O-].[Al+3].CC(C)[O-].CC(C)[O-].S1C=CC=C1. Given the product [C:15]1([CH:14]([NH:21][CH:5]2[CH:6]3[CH2:11][C:2]4([OH:1])[CH2:9][CH:8]([CH2:10][CH:4]2[CH2:3]4)[CH2:7]3)[CH3:13])[CH:20]=[CH:19][CH:18]=[CH:17][CH:16]=1, predict the reactants needed to synthesize it. (3) Given the product [Cl:20][C:21]1[C:26]([Cl:27])=[CH:25][CH:24]=[CH:23][C:22]=1[N:28]1[CH2:34][CH2:33][CH2:32][N:31]([CH2:2][CH2:3][CH2:4][CH2:5][O:6][C:7]2[CH:16]=[C:15]3[C:10]([CH2:11][CH2:12][NH:13][C:14]3=[O:17])=[CH:9][CH:8]=2)[CH2:30][CH2:29]1, predict the reactants needed to synthesize it. The reactants are: Br[CH2:2][CH2:3][CH2:4][CH2:5][O:6][C:7]1[CH:16]=[C:15]2[C:10]([CH2:11][CH2:12][NH:13][C:14]2=[O:17])=[CH:9][CH:8]=1.[Na+].[I-].[Cl:20][C:21]1[C:26]([Cl:27])=[CH:25][CH:24]=[CH:23][C:22]=1[N:28]1[CH2:34][CH2:33][CH2:32][N:31](CCCCOC2C=C3C(CCC(=O)N3)=CC=2)[CH2:30][CH2:29]1.C([O-])([O-])=O.[K+].[K+]. (4) Given the product [Cl:7][C:6]1[CH:5]=[CH:4][S:3][C:2]=1[C:25]1[N:20]2[N:21]=[C:22]([CH3:24])[CH:23]=[C:18]([CH:15]([CH2:13][CH3:14])[CH2:16][CH3:17])[C:19]2=[N:27][C:26]=1[CH3:28], predict the reactants needed to synthesize it. The reactants are: Br[C:2]1[S:3][CH:4]=[CH:5][C:6]=1[Cl:7].C1COCC1.[CH2:13]([CH:15]([C:18]1[C:19]2[N:20]([C:25](I)=[C:26]([CH3:28])[N:27]=2)[N:21]=[C:22]([CH3:24])[CH:23]=1)[CH2:16][CH3:17])[CH3:14]. (5) The reactants are: [CH2:1]=[C:2]1[CH2:5][CH:4]([C:6]([O:8][CH2:9][CH3:10])=[O:7])[CH2:3]1.[Na+].[I-].[Si]([C:17](F)([F:19])[F:18])(C)(C)C. Given the product [F:18][C:17]1([F:19])[C:2]2([CH2:5][CH:4]([C:6]([O:8][CH2:9][CH3:10])=[O:7])[CH2:3]2)[CH2:1]1, predict the reactants needed to synthesize it. (6) Given the product [CH2:1]([O:3][C:4]1[CH:9]=[CH:8][C:7]([NH:10][C:11]([NH:13][CH2:14][CH2:15][CH2:16][N:17]2[CH2:22][CH2:21][CH:20]([C:23]3[CH:24]=[C:25]([NH:29][C:30](=[O:34])[CH:31]([CH3:32])[CH3:33])[CH:26]=[CH:27][CH:28]=3)[CH2:19][CH2:18]2)=[O:12])=[CH:6][CH:5]=1)[CH3:2], predict the reactants needed to synthesize it. The reactants are: [CH2:1]([O:3][C:4]1[CH:9]=[CH:8][C:7]([N:10]=[C:11]=[O:12])=[CH:6][CH:5]=1)[CH3:2].[NH2:13][CH2:14][CH2:15][CH2:16][N:17]1[CH2:22][CH2:21][CH:20]([C:23]2[CH:24]=[C:25]([NH:29][C:30](=[O:34])[CH:31]([CH3:33])[CH3:32])[CH:26]=[CH:27][CH:28]=2)[CH2:19][CH2:18]1. (7) The reactants are: [CH3:1][C:2]([CH3:27])([CH3:26])[C@@H:3]([C:19]([O:21][C:22]([CH3:25])([CH3:24])[CH3:23])=[O:20])[NH:4][CH2:5][CH2:6][NH:7][CH2:8][C:9]1[CH:14]=[CH:13][CH:12]=[CH:11][C:10]=1[C:15]([F:18])([F:17])[F:16].[C:28](=O)(ON1C(=O)CCC1=O)[O:29]N1C(=O)CCC1=O.C(N(CC)CC)C. Given the product [CH3:1][C:2]([CH3:27])([CH3:26])[C@H:3]([N:4]1[CH2:5][CH2:6][N:7]([CH2:8][C:9]2[CH:14]=[CH:13][CH:12]=[CH:11][C:10]=2[C:15]([F:18])([F:16])[F:17])[C:28]1=[O:29])[C:19]([O:21][C:22]([CH3:25])([CH3:24])[CH3:23])=[O:20], predict the reactants needed to synthesize it.